This data is from Reaction yield outcomes from USPTO patents with 853,638 reactions. The task is: Predict the reaction yield, written as a fraction of the theoretical maximum amount of product (1.0 means a 100% yield; for example, 0.34 means a 34% yield). (1) The reactants are [NH2:1][C@H:2]([C:4]1[N:5]([CH:22]2[CH2:24][CH2:23]2)[C:6]2[C:12]([C:13]([N:15]3[CH2:20][CH2:19][O:18][CH2:17][CH2:16]3)=[O:14])=[C:11]([F:21])[CH:10]=[CH:9][C:7]=2[N:8]=1)[CH3:3].Cl[C:26]1[C:27]2[N:34]=[CH:33][S:32][C:28]=2[N:29]=[CH:30][N:31]=1.CCN(C(C)C)C(C)C. The catalyst is CC(O)C.CO. The product is [CH:22]1([N:5]2[C:6]3[C:12]([C:13]([N:15]4[CH2:16][CH2:17][O:18][CH2:19][CH2:20]4)=[O:14])=[C:11]([F:21])[CH:10]=[CH:9][C:7]=3[N:8]=[C:4]2[C@@H:2]([NH:1][C:26]2[C:27]3[N:34]=[CH:33][S:32][C:28]=3[N:29]=[CH:30][N:31]=2)[CH3:3])[CH2:23][CH2:24]1. The yield is 0.390. (2) The reactants are [F:1][C:2]1[CH:7]=[CH:6][CH:5]=[C:4]([F:8])[C:3]=1[C:9]1[S:10][CH:11]=[C:12]([C:14]([NH:16][C:17]2[C:18]([N:35]3[CH2:40][CH2:39][CH2:38][C@H:37]([NH:41]C(=O)OC(C)(C)C)[CH2:36]3)=[C:19]3[CH:25]=[CH:24][N:23](S(C4C=CC=CC=4)(=O)=O)[C:20]3=[N:21][CH:22]=2)=[O:15])[N:13]=1.C1COCC1. The catalyst is CO.[OH-].[Na+].CCOC(C)=O. The product is [NH2:41][C@H:37]1[CH2:38][CH2:39][CH2:40][N:35]([C:18]2[C:17]([NH:16][C:14]([C:12]3[N:13]=[C:9]([C:3]4[C:2]([F:1])=[CH:7][CH:6]=[CH:5][C:4]=4[F:8])[S:10][CH:11]=3)=[O:15])=[CH:22][N:21]=[C:20]3[NH:23][CH:24]=[CH:25][C:19]=23)[CH2:36]1. The yield is 0.520. (3) The reactants are [Br:1][C:2]1[CH:3]=[C:4]2[C:8](=[CH:9][CH:10]=1)[C:7](=[O:11])[NH:6][CH:5]2O.O.[NH2:14]N. No catalyst specified. The product is [Br:1][C:2]1[CH:3]=[C:4]2[C:8](=[CH:9][CH:10]=1)[C:7](=[O:11])[NH:6][N:14]=[CH:5]2. The yield is 0.466. (4) The reactants are [Cl:1][C:2]1[N:6]([CH2:7][C:8](OC(C)C)=[O:9])[C:5]2[C:14]([CH:19]([CH2:22][CH3:23])[CH2:20][CH3:21])=[CH:15][CH:16]=[C:17]([Cl:18])[C:4]=2[N:3]=1.[BH4-].[Li+]. The catalyst is O1CCCC1. The product is [Cl:1][C:2]1[N:6]([CH2:7][CH2:8][OH:9])[C:5]2[C:14]([CH:19]([CH2:22][CH3:23])[CH2:20][CH3:21])=[CH:15][CH:16]=[C:17]([Cl:18])[C:4]=2[N:3]=1. The yield is 0.510. (5) The reactants are [F:1][C:2]1[C:7]([C:8]2[N:13]=[CH:12][N:11]=[C:10]([NH2:14])[CH:9]=2)=[CH:6][CH:5]=[CH:4][N:3]=1.[H-].[Na+].[C:17](N1C=CC=CC1=O)(N1C=CC=CC1=O)=[S:18]. The catalyst is CN(C=O)C. The product is [F:1][C:2]1[C:7]([C:8]2[CH:9]=[C:10]([N:14]=[C:17]=[S:18])[N:11]=[CH:12][N:13]=2)=[CH:6][CH:5]=[CH:4][N:3]=1. The yield is 0.360. (6) The product is [S:11]1[C:12]2[CH:17]=[CH:16][N:15]=[CH:14][C:13]=2[N:18]=[C:10]1[C:5]1[CH:6]=[CH:7][CH:8]=[CH:9][C:4]=1[NH2:1]. The reactants are [N+:1]([C:4]1[CH:9]=[CH:8][CH:7]=[CH:6][C:5]=1[C:10]1[S:11][C:12]2[CH:17]=[CH:16][N:15]=[CH:14][C:13]=2[N:18]=1)([O-])=O.[NH4+].[Cl-]. The catalyst is CO.O.[Fe]. The yield is 0.730.